Dataset: Forward reaction prediction with 1.9M reactions from USPTO patents (1976-2016). Task: Predict the product of the given reaction. (1) Given the reactants [NH2:1][C:2]1[CH:15]=[CH:14][C:5]([C:6]([C:8]2[CH:13]=[CH:12][CH:11]=[CH:10][CH:9]=2)=[O:7])=[CH:4][CH:3]=1.[C:16](Cl)(=[O:24])[O:17][C:18]1[CH:23]=[CH:22][CH:21]=[CH:20][CH:19]=1.O, predict the reaction product. The product is: [C:6]([C:5]1[CH:4]=[CH:3][C:2]([NH:1][C:16](=[O:24])[O:17][C:18]2[CH:23]=[CH:22][CH:21]=[CH:20][CH:19]=2)=[CH:15][CH:14]=1)(=[O:7])[C:8]1[CH:13]=[CH:12][CH:11]=[CH:10][CH:9]=1. (2) Given the reactants [CH3:1][O:2][C:3]1[CH:8]=[CH:7][C:6]([NH:9][C:10](=O)[CH2:11][N:12]2[CH2:17][CH2:16][N:15]([C:18]3[CH:23]=[CH:22][C:21]([O:24][CH3:25])=[C:20]([C:26]([F:29])([F:28])[F:27])[CH:19]=3)[CH2:14][CH2:13]2)=[C:5]([N+:31]([O-])=O)[CH:4]=1, predict the reaction product. The product is: [NH2:31][C:5]1[CH:4]=[C:3]([O:2][CH3:1])[CH:8]=[CH:7][C:6]=1[NH:9][CH2:10][CH2:11][N:12]1[CH2:17][CH2:16][N:15]([C:18]2[CH:23]=[CH:22][C:21]([O:24][CH3:25])=[C:20]([C:26]([F:28])([F:27])[F:29])[CH:19]=2)[CH2:14][CH2:13]1. (3) Given the reactants I[C:2]1[CH:15]=[CH:14][C:5]([O:6][CH2:7][CH2:8][N:9]2[CH2:13][CH2:12][CH2:11][CH2:10]2)=[CH:4][CH:3]=1.[Cl:16][C:17]1[CH:22]=[CH:21][C:20]([C:23]2[N:24]=[N:25][C:26]([C:29]#[CH:30])=[CH:27][CH:28]=2)=[CH:19][CH:18]=1, predict the reaction product. The product is: [Cl:16][C:17]1[CH:18]=[CH:19][C:20]([C:23]2[N:24]=[N:25][C:26]([C:29]#[C:30][C:2]3[CH:15]=[CH:14][C:5]([O:6][CH2:7][CH2:8][N:9]4[CH2:13][CH2:12][CH2:11][CH2:10]4)=[CH:4][CH:3]=3)=[CH:27][CH:28]=2)=[CH:21][CH:22]=1. (4) Given the reactants [CH3:1][O:2][C:3]1[CH:12]=[C:11]2[C:6]([C:7]([OH:13])=[CH:8][CH:9]=[N:10]2)=[CH:5][CH:4]=1.[H-].[Na+].CS(O[CH2:21][CH2:22][N:23]1[CH2:28][CH2:27][CH:26]([NH:29][C:30]([O:32][C:33]([CH3:36])([CH3:35])[CH3:34])=[O:31])[CH2:25][CH2:24]1)(=O)=O.C(#N)C.O, predict the reaction product. The product is: [C:33]([O:32][C:30](=[O:31])[NH:29][CH:26]1[CH2:27][CH2:28][N:23]([CH2:22][CH2:21][N:10]2[C:11]3[C:6](=[CH:5][CH:4]=[C:3]([O:2][CH3:1])[CH:12]=3)[C:7](=[O:13])[CH:8]=[CH:9]2)[CH2:24][CH2:25]1)([CH3:36])([CH3:35])[CH3:34].